This data is from NCI-60 drug combinations with 297,098 pairs across 59 cell lines. The task is: Regression. Given two drug SMILES strings and cell line genomic features, predict the synergy score measuring deviation from expected non-interaction effect. (1) Drug 1: CC1=CC=C(C=C1)C2=CC(=NN2C3=CC=C(C=C3)S(=O)(=O)N)C(F)(F)F. Drug 2: CC1CCC2CC(C(=CC=CC=CC(CC(C(=O)C(C(C(=CC(C(=O)CC(OC(=O)C3CCCCN3C(=O)C(=O)C1(O2)O)C(C)CC4CCC(C(C4)OC)OCCO)C)C)O)OC)C)C)C)OC. Cell line: MCF7. Synergy scores: CSS=3.28, Synergy_ZIP=1.54, Synergy_Bliss=3.34, Synergy_Loewe=0.260, Synergy_HSA=0.804. (2) Synergy scores: CSS=-1.69, Synergy_ZIP=1.74, Synergy_Bliss=6.98, Synergy_Loewe=5.38, Synergy_HSA=3.89. Drug 1: CC1=C(C=C(C=C1)NC2=NC=CC(=N2)N(C)C3=CC4=NN(C(=C4C=C3)C)C)S(=O)(=O)N.Cl. Drug 2: CC1=CC2C(CCC3(C2CCC3(C(=O)C)OC(=O)C)C)C4(C1=CC(=O)CC4)C. Cell line: OVCAR3.